Dataset: Cav3 T-type calcium channel HTS with 100,875 compounds. Task: Binary Classification. Given a drug SMILES string, predict its activity (active/inactive) in a high-throughput screening assay against a specified biological target. (1) The drug is O1C(COc2c1cccc2)C(=O)Nc1cc2c(nc1)cccc2. The result is 1 (active). (2) The molecule is o1c(cc2c1ncnc2Oc1ccccc1)c1ccccc1. The result is 0 (inactive). (3) The drug is Clc1c(NC(=O)C)cc(NC(=O)C2C3CC(C2C(O)=O)C=C3)cc1. The result is 0 (inactive). (4) The molecule is O(c1c(n2nc3c(n2)cccc3)cc(cc1)C)C(=O)COc1c(cccc1)C. The result is 0 (inactive). (5) The result is 0 (inactive). The drug is S(=O)(=O)(N1CCC(CC1)C(=O)NC(C)C(=O)NCc1ccc(OC)cc1)c1ccc(cc1)C. (6) The drug is OC(=O)C(N\C(C)=C/C(=O)C)Cc1c2c([nH]c1)cccc2. The result is 0 (inactive).